This data is from Full USPTO retrosynthesis dataset with 1.9M reactions from patents (1976-2016). The task is: Predict the reactants needed to synthesize the given product. (1) Given the product [Br:22][CH2:1][C:2]1[CH:11]=[CH:10][C:5]([C:6]([O:8][CH3:9])=[O:7])=[CH:4][C:3]=1[N+:12]([O-:14])=[O:13], predict the reactants needed to synthesize it. The reactants are: [CH3:1][C:2]1[CH:11]=[CH:10][C:5]([C:6]([O:8][CH3:9])=[O:7])=[CH:4][C:3]=1[N+:12]([O-:14])=[O:13].C1C(=O)N([Br:22])C(=O)C1. (2) Given the product [F:39][C:34]1[CH:33]=[C:32]([CH:37]=[CH:36][C:35]=1[F:38])[O:31][CH:30]1[CH:24]2[N:23]([C:21]([CH:16]([NH:15][C:14](=[O:46])[CH:12]([NH:10][CH3:9])[CH3:13])[C:17]([CH3:19])([CH3:18])[CH3:20])=[O:22])[CH2:27][CH2:26][CH:25]2[N:28]([CH:40]2[CH2:41][CH2:42][O:43][CH2:44][CH2:45]2)[CH2:29]1, predict the reactants needed to synthesize it. The reactants are: C(O[C:9](=O)[N:10]([CH:12]([C:14](=[O:46])[NH:15][CH:16]([C:21]([N:23]1[CH2:27][CH2:26][CH:25]2[N:28]([CH:40]3[CH2:45][CH2:44][O:43][CH2:42][CH2:41]3)[CH2:29][CH:30]([O:31][C:32]3[CH:37]=[CH:36][C:35]([F:38])=[C:34]([F:39])[CH:33]=3)[CH:24]12)=[O:22])[C:17]([CH3:20])([CH3:19])[CH3:18])[CH3:13])C)C1C=CC=CC=1. (3) Given the product [CH3:47][S:44]([NH:43][C:41]([C:34]1[CH:35]=[C:36]2[C:31](=[CH:32][CH:33]=1)[NH:30][CH:29]([C:25]1[CH:24]=[C:23]([NH:22][C:7]([C:2]3[CH:3]=[N:4][CH:5]=[CH:6][N:1]=3)=[O:9])[CH:28]=[CH:27][CH:26]=1)[C:38]([CH3:40])([CH3:39])[CH2:37]2)=[O:42])(=[O:45])=[O:46], predict the reactants needed to synthesize it. The reactants are: [N:1]1[CH:6]=[CH:5][N:4]=[CH:3][C:2]=1[C:7]([OH:9])=O.C(N1C=CN=C1)(N1C=CN=C1)=O.[NH2:22][C:23]1[CH:24]=[C:25]([CH:29]2[C:38]([CH3:40])([CH3:39])[CH2:37][C:36]3[C:31](=[CH:32][CH:33]=[C:34]([C:41]([NH:43][S:44]([CH3:47])(=[O:46])=[O:45])=[O:42])[CH:35]=3)[NH:30]2)[CH:26]=[CH:27][CH:28]=1. (4) Given the product [Cl:21][C:9]1[C:10]2[C:5](=[CH:4][C:3]([O:2][CH3:1])=[CH:12][CH:11]=2)[C:6]([N:14]2[CH:18]=[CH:17][CH:16]=[N:15]2)=[CH:7][N:8]=1, predict the reactants needed to synthesize it. The reactants are: [CH3:1][O:2][C:3]1[CH:4]=[C:5]2[C:10](=[CH:11][CH:12]=1)[C:9](=O)[NH:8][CH:7]=[C:6]2[N:14]1[CH:18]=[CH:17][CH:16]=[N:15]1.P(Cl)(Cl)([Cl:21])=O. (5) Given the product [CH3:22][O:21][N:20]([CH3:15])[C:6]([C:5]1[S:1][CH:2]2[CH:11]=[CH:10][S:9][CH:3]2[CH:4]=1)=[O:7], predict the reactants needed to synthesize it. The reactants are: [S:1]1[C:5]([C:6](O)=[O:7])=[CH:4][CH:3]2[S:9][CH:10]=[CH:11][CH:2]12.C1C=C[C:15]2[N:20]([OH:21])N=NC=2C=1.[CH3:22]CN(C(C)C)C(C)C.CCN=C=NCCCN(C)C.